The task is: Predict which catalyst facilitates the given reaction.. This data is from Catalyst prediction with 721,799 reactions and 888 catalyst types from USPTO. (1) Reactant: [F:1][C:2]([F:17])([F:16])[C:3](=O)[CH2:4][C:5]([C:7]1[CH:12]=[CH:11][C:10]([S:13][CH3:14])=[CH:9][CH:8]=1)=O.S(O)(O)(=O)=O.[CH3:23][S:24][C:25](=[NH:27])[NH2:26].C([O-])(=O)C.[Na+]. Product: [CH3:23][S:24][C:25]1[N:27]=[C:5]([C:7]2[CH:12]=[CH:11][C:10]([S:13][CH3:14])=[CH:9][CH:8]=2)[CH:4]=[C:3]([C:2]([F:17])([F:16])[F:1])[N:26]=1. The catalyst class is: 15. (2) Reactant: C[Si]([N-][Si](C)(C)C)(C)C.[Li+].[Cl:11][C:12]1[N:17]=[C:16]([CH3:18])[CH:15]=[CH:14][N:13]=1.[C:19]([C:21]1[CH:22]=[C:23]([CH:30]=[CH:31][CH:32]=1)[C:24]([N:26]([CH3:29])OC)=O)#[N:20]. Product: [Cl:11][C:12]1[N:17]=[C:16]([C:18]2[N:13]3[CH:14]=[CH:15][CH:16]=[CH:18][C:29]3=[N:26][C:24]=2[C:23]2[CH:22]=[C:21]([CH:32]=[CH:31][CH:30]=2)[C:19]#[N:20])[CH:15]=[CH:14][N:13]=1. The catalyst class is: 1. (3) Reactant: [CH3:1][NH:2][C:3]([C:5]1[C:13]2[CH:12]=[C:11]3[C:14](=[CH2:24])[CH2:15][NH:16][CH2:17][CH2:18][N:19]([S:20]([CH3:23])(=[O:22])=[O:21])[C:10]3=[N:9][C:8]=2[O:7][C:6]=1[C:25]1[CH:30]=[CH:29][C:28]([F:31])=[CH:27][CH:26]=1)=[O:4].[CH3:32][S:33](Cl)(=[O:35])=[O:34].C(N(CC)CC)C. Product: [CH3:1][NH:2][C:3]([C:5]1[C:13]2[CH:12]=[C:11]3[C:14](=[CH2:24])[CH2:15][N:16]([S:33]([CH3:32])(=[O:35])=[O:34])[CH2:17][CH2:18][N:19]([S:20]([CH3:23])(=[O:22])=[O:21])[C:10]3=[N:9][C:8]=2[O:7][C:6]=1[C:25]1[CH:26]=[CH:27][C:28]([F:31])=[CH:29][CH:30]=1)=[O:4]. The catalyst class is: 2. (4) Reactant: [C:1]([C:5]1[S:6][C:7]2[CH2:20][CH2:19][C:11]3[N:12]=[C:13]([NH:15]C(=O)C)[S:14][C:10]=3[C:8]=2[N:9]=1)([CH3:4])([CH3:3])[CH3:2].Cl.C(=O)(O)[O-].[Na+]. Product: [C:1]([C:5]1[S:6][C:7]2[CH2:20][CH2:19][C:11]3[N:12]=[C:13]([NH2:15])[S:14][C:10]=3[C:8]=2[N:9]=1)([CH3:4])([CH3:2])[CH3:3]. The catalyst class is: 14. (5) Reactant: FC(F)(F)C(O)=O.C[O:9][C:10](=[O:29])[CH2:11][O:12][CH2:13][CH2:14][CH2:15][CH2:16][CH2:17][NH:18][C:19]1[CH:28]=[CH:27][C:22]([C:23]([O:25][CH3:26])=[O:24])=[CH:21][CH:20]=1. Product: [CH3:26][O:25][C:23]([C:22]1[CH:21]=[CH:20][C:19]([NH:18][CH2:17][CH2:16][CH2:15][CH2:14][CH2:13][O:12][CH2:11][C:10]([OH:29])=[O:9])=[CH:28][CH:27]=1)=[O:24]. The catalyst class is: 2.